Dataset: Reaction yield outcomes from USPTO patents with 853,638 reactions. Task: Predict the reaction yield, written as a fraction of the theoretical maximum amount of product (1.0 means a 100% yield; for example, 0.34 means a 34% yield). The reactants are [CH:1]1([NH2:6])[CH2:5][CH2:4][CH2:3][CH2:2]1.[C:7]([O:12][CH3:13])(=[O:11])[C:8]([CH3:10])=[CH2:9]. The catalyst is CO. The product is [CH3:13][O:12][C:7](=[O:11])[CH:8]([CH3:10])[CH2:9][NH:6][CH:1]1[CH2:5][CH2:4][CH2:3][CH2:2]1. The yield is 0.820.